This data is from Reaction yield outcomes from USPTO patents with 853,638 reactions. The task is: Predict the reaction yield, written as a fraction of the theoretical maximum amount of product (1.0 means a 100% yield; for example, 0.34 means a 34% yield). (1) The reactants are [CH3:1][N:2]([CH:10]1[CH2:15][CH2:14][CH2:13][CH2:12][O:11]1)[C:3]1[S:4][C:5]([CH:8]=O)=[CH:6][N:7]=1.[NH2:16][C:17]1[S:18][CH:19]=[CH:20][N:21]=1.[BH4-].[Na+]. The catalyst is C1(C)C=CC=CC=1.CCO. The product is [CH3:1][N:2]([CH:10]1[CH2:15][CH2:14][CH2:13][CH2:12][O:11]1)[C:3]1[S:4][C:5]([CH2:8][NH:16][C:17]2[S:18][CH:19]=[CH:20][N:21]=2)=[CH:6][N:7]=1. The yield is 0.170. (2) The reactants are [NH2:1][C:2]1[C:10]([F:11])=[CH:9][CH:8]=[CH:7][C:3]=1[C:4]([OH:6])=O.[NH2:12][CH2:13][CH2:14][CH2:15][C@H:16]1[O:20][C:19](=[O:21])[N:18]([C:22]2[CH:23]=[CH:24][C:25]3[S:30][CH2:29][C:28](=[O:31])[NH:27][C:26]=3[CH:32]=2)[CH2:17]1. No catalyst specified. The product is [NH2:1][C:2]1[C:10]([F:11])=[CH:9][CH:8]=[CH:7][C:3]=1[C:4]([NH:12][CH2:13][CH2:14][CH2:15][C@H:16]1[O:20][C:19](=[O:21])[N:18]([C:22]2[CH:23]=[CH:24][C:25]3[S:30][CH2:29][C:28](=[O:31])[NH:27][C:26]=3[CH:32]=2)[CH2:17]1)=[O:6]. The yield is 0.560. (3) The reactants are C([O:5][C:6](=[O:47])[CH2:7][C:8]1[CH:13]=[CH:12][C:11]([NH:14][C:15]([C@@H:17]2[NH:21][C@@H:20]([CH2:22][C:23]([CH3:26])([CH3:25])[CH3:24])[C@:19]3([C:34]4[C:29](=[CH:30][C:31]([Cl:35])=[CH:32][CH:33]=4)[NH:28][C:27]3=[O:36])[C@H:18]2[C:37]2[CH:42]=[CH:41][CH:40]=[C:39]([Cl:43])[C:38]=2[F:44])=[O:16])=[C:10]([O:45][CH3:46])[CH:9]=1)(C)(C)C.FC(F)(F)C(O)=O. The catalyst is ClCCl. The product is [Cl:35][C:31]1[CH:30]=[C:29]2[NH:28][C:27](=[O:36])[C@:19]3([C@@H:18]([C:37]4[CH:42]=[CH:41][CH:40]=[C:39]([Cl:43])[C:38]=4[F:44])[C@H:17]([C:15]([NH:14][C:11]4[CH:12]=[CH:13][C:8]([CH2:7][C:6]([OH:47])=[O:5])=[CH:9][C:10]=4[O:45][CH3:46])=[O:16])[NH:21][C@H:20]3[CH2:22][C:23]([CH3:25])([CH3:24])[CH3:26])[C:34]2=[CH:33][CH:32]=1. The yield is 0.950. (4) No catalyst specified. The product is [F:24][C:20]1[CH:19]=[C:18]([C:13]2[C:12]([CH2:11][O:10][C:7]3[CH:8]=[CH:9][C:4]([C:3]([OH:25])=[O:2])=[CH:5][N:6]=3)=[C:16]([CH3:17])[O:15][N:14]=2)[CH:23]=[CH:22][CH:21]=1. The reactants are C[O:2][C:3](=[O:25])[C:4]1[CH:9]=[CH:8][C:7]([O:10][CH2:11][C:12]2[C:13]([C:18]3[CH:23]=[CH:22][CH:21]=[C:20]([F:24])[CH:19]=3)=[N:14][O:15][C:16]=2[CH3:17])=[N:6][CH:5]=1.C(OC(=O)CN1CCCC(NC(C2C=NC(OCC3C(C4C=CC=CC=4)=NOC=3C)=CC=2)=O)C1)C. The yield is 0.950. (5) The reactants are [C:1]1([C:11]2[NH:12][C:13]3[C:18]([N:19]=2)=[C:17]([O:20][C@H:21]2[CH2:25][CH2:24][C@H:23]([CH2:26][OH:27])[CH2:22]2)[N:16]=[CH:15][N:14]=3)[C:10]2[C:5](=[CH:6][CH:7]=[CH:8][CH:9]=2)[CH:4]=[CH:3][CH:2]=1.Cl[S:29]([NH2:32])(=[O:31])=[O:30]. The catalyst is CC(N(C)C)=O.CC#N. The product is [S:29](=[O:31])(=[O:30])([O:27][CH2:26][C@H:23]1[CH2:24][CH2:25][C@H:21]([O:20][C:17]2[N:16]=[CH:15][N:14]=[C:13]3[C:18]=2[N:19]=[C:11]([C:1]2[C:10]4[C:5](=[CH:6][CH:7]=[CH:8][CH:9]=4)[CH:4]=[CH:3][CH:2]=2)[NH:12]3)[CH2:22]1)[NH2:32]. The yield is 0.700.